This data is from Peptide-MHC class II binding affinity with 134,281 pairs from IEDB. The task is: Regression. Given a peptide amino acid sequence and an MHC pseudo amino acid sequence, predict their binding affinity value. This is MHC class II binding data. (1) The peptide sequence is TDDNEEPIAPYHFDL. The MHC is HLA-DQA10401-DQB10402 with pseudo-sequence HLA-DQA10401-DQB10402. The binding affinity (normalized) is 0.250. (2) The binding affinity (normalized) is 0.366. The peptide sequence is IKTLKFDALSGSQEV. The MHC is DRB1_1101 with pseudo-sequence DRB1_1101. (3) The peptide sequence is RELQIVDKIDAAFKI. The MHC is DRB1_0802 with pseudo-sequence DRB1_0802. The binding affinity (normalized) is 0.420. (4) The peptide sequence is DQGCSSALGSGPYGA. The MHC is HLA-DQA10102-DQB10501 with pseudo-sequence HLA-DQA10102-DQB10501. The binding affinity (normalized) is 0.